This data is from Reaction yield outcomes from USPTO patents with 853,638 reactions. The task is: Predict the reaction yield, written as a fraction of the theoretical maximum amount of product (1.0 means a 100% yield; for example, 0.34 means a 34% yield). (1) The reactants are [CH3:1][N:2]1[CH:7]2[CH2:8][CH2:9][CH2:10][CH:3]1[CH2:4][C:5](=O)[CH2:6]2.[ClH:12].[NH2:13][OH:14]. The catalyst is CO. The product is [ClH:12].[CH3:1][N:2]1[CH:7]2[CH2:8][CH2:9][CH2:10][CH:3]1[CH2:4][C:5](=[N:13][OH:14])[CH2:6]2. The yield is 0.760. (2) The reactants are [N:1]1([C:8]2[C:9]([CH:14]3[CH2:17][N:16]([C:18]4[CH:27]=[CH:26][C:25]5[C:20](=[CH:21][CH:22]=[CH:23][CH:24]=5)[N:19]=4)[CH2:15]3)=[N:10][CH:11]=[CH:12][N:13]=2)[CH2:7][CH2:6][CH2:5][NH:4][CH2:3][CH2:2]1.N1C=CC=CC=1.N1(C2C=CN=CC=2)CCCC1.[C:45](Cl)(=[O:48])[O:46][CH3:47]. The catalyst is C(Cl)Cl. The product is [N:19]1[C:20]2[C:25](=[CH:24][CH:23]=[CH:22][CH:21]=2)[CH:26]=[CH:27][C:18]=1[N:16]1[CH2:15][CH:14]([C:9]2[C:8]([N:1]3[CH2:7][CH2:6][CH2:5][N:4]([C:45]([O:46][CH3:47])=[O:48])[CH2:3][CH2:2]3)=[N:13][CH:12]=[CH:11][N:10]=2)[CH2:17]1. The yield is 0.705.